From a dataset of Catalyst prediction with 721,799 reactions and 888 catalyst types from USPTO. Predict which catalyst facilitates the given reaction. Reactant: [N+:1]([C:4]1[CH:9]=[CH:8][CH:7]=[C:6]([CH2:10]SC(C)C)[CH:5]=1)([O-:3])=[O:2].Cl[C:16]1[CH:21]=CC=C(C(OO)=O)[CH:17]=1.[S:26]([O-:29])(O)=[O:27].[Na+]. Product: [N+:1]([C:4]1[CH:9]=[CH:8][CH:7]=[C:6]([CH2:10][S:26]([CH:16]([CH3:21])[CH3:17])(=[O:29])=[O:27])[CH:5]=1)([O-:3])=[O:2]. The catalyst class is: 754.